From a dataset of Catalyst prediction with 721,799 reactions and 888 catalyst types from USPTO. Predict which catalyst facilitates the given reaction. Reactant: [O:1]([C:8]1[C:21](=[O:22])[N:20]([CH3:23])[C:11]2[N:12]=[C:13](S(C)(=O)=O)[N:14]=[CH:15][C:10]=2[CH:9]=1)[C:2]1[CH:7]=[CH:6][CH:5]=[CH:4][CH:3]=1.[CH2:24]([NH2:32])[CH2:25][C:26]1[CH:31]=[CH:30][CH:29]=[CH:28][CH:27]=1.CO. Product: [CH3:23][N:20]1[C:11]2[N:12]=[C:13]([NH:32][CH2:24][CH2:25][C:26]3[CH:31]=[CH:30][CH:29]=[CH:28][CH:27]=3)[N:14]=[CH:15][C:10]=2[CH:9]=[C:8]([O:1][C:2]2[CH:7]=[CH:6][CH:5]=[CH:4][CH:3]=2)[C:21]1=[O:22]. The catalyst class is: 60.